Dataset: Forward reaction prediction with 1.9M reactions from USPTO patents (1976-2016). Task: Predict the product of the given reaction. (1) The product is: [CH3:31][O:30][C:27]1[CH:28]=[CH:29][C:24]([C:23]2[C:9]3[C:8]4[C:7](=[CH:22][CH:21]=[CH:20][CH:19]=4)[S:6][C:10]=3[CH:11]=[C:12]3[O:16][C:15]([CH3:17])=[C:14]([CH3:18])[C:13]=23)=[CH:25][CH:26]=1. Given the reactants [Sn](Cl)(Cl)(Cl)Cl.[S:6]1[C:10]([CH2:11][C:12]2[O:16][C:15]([CH3:17])=[C:14]([CH3:18])[CH:13]=2)=[CH:9][C:8]2[CH:19]=[CH:20][CH:21]=[CH:22][C:7]1=2.[C:23](Cl)(=O)[C:24]1[CH:29]=[CH:28][C:27]([O:30][CH3:31])=[CH:26][CH:25]=1, predict the reaction product. (2) Given the reactants [F:1][C:2]([F:14])([F:13])[CH2:3][O:4][C:5]1[CH:6]=[CH:7][C:8]([CH2:11]O)=[N:9][CH:10]=1.[K+].[Br-].C(=O)(O)[O-].[O-]Cl.[Na+].FC(F)(F)COC1C=CC(C=O)=NC=1.[CH3:38][C:39]([S@:42]([NH2:44])=[O:43])([CH3:41])[CH3:40], predict the reaction product. The product is: [CH3:38][C:39]([S@:42]([N:44]=[CH:11][C:8]1[CH:7]=[CH:6][C:5]([O:4][CH2:3][C:2]([F:14])([F:13])[F:1])=[CH:10][N:9]=1)=[O:43])([CH3:41])[CH3:40]. (3) Given the reactants C(OC(C1C=C(C2C=CC(C[S:19][CH2:20][CH2:21][OH:22])=CC=2)C=CC=1)=O)C.[CH2:23]([O:25][C:26]([C:28]1[CH:33]=[CH:32][C:31]([C:34]2[CH:39]=[CH:38][CH:37]=[C:36]([CH2:40]Br)[CH:35]=2)=[CH:30][CH:29]=1)=[O:27])[CH3:24].SCCO.C(=O)([O-])[O-].[K+].[K+], predict the reaction product. The product is: [CH2:23]([O:25][C:26]([C:28]1[CH:33]=[CH:32][C:31]([C:34]2[CH:39]=[CH:38][CH:37]=[C:36]([CH2:40][S:19][CH2:20][CH2:21][OH:22])[CH:35]=2)=[CH:30][CH:29]=1)=[O:27])[CH3:24]. (4) Given the reactants [N+:1]([C:4]1[CH:5]=[N:6][NH:7][CH:8]=1)([O-:3])=[O:2].O[CH:10]1[CH2:14][CH2:13][O:12][CH2:11]1.C1(P(C2C=CC=CC=2)C2C=CC=CC=2)C=CC=CC=1.CC(OC(/N=N/C(OC(C)C)=O)=O)C, predict the reaction product. The product is: [N+:1]([C:4]1[CH:5]=[N:6][N:7]([CH:10]2[CH2:14][CH2:13][O:12][CH2:11]2)[CH:8]=1)([O-:3])=[O:2]. (5) Given the reactants [Cl:1][C:2]1[CH:7]=[C:6]2[NH:8][C:9](=[O:31])[C:10]3([CH:15]([C:16]4[CH:21]=[CH:20][CH:19]=[C:18]([Cl:22])[CH:17]=4)[CH2:14][C:13](=[O:23])[N:12]([CH2:24][C:25](F)=[O:26])[CH:11]3[C:28]([CH3:30])=[CH2:29])[C:5]2=[CH:4][CH:3]=1.N[C:33]([CH3:37])(C)[CH2:34]O.C[N:39]1CCOCC1, predict the reaction product. The product is: [Cl:1][C:2]1[CH:7]=[C:6]2[NH:8][C:9](=[O:31])[C:10]3([CH:15]([C:16]4[CH:21]=[CH:20][CH:19]=[C:18]([Cl:22])[CH:17]=4)[CH2:14][C:13](=[O:23])[N:12]([CH2:24][C:25]([NH:39][CH:33]4[CH2:37][CH2:34]4)=[O:26])[CH:11]3[C:28]([CH3:30])=[CH2:29])[C:5]2=[CH:4][CH:3]=1. (6) Given the reactants [CH2:1]([O:8][C:9]1[CH:14]=[CH:13][C:12]([CH2:15][CH2:16][Cl:17])=[C:11]([N+:18]([O-])=O)[CH:10]=1)[C:2]1[CH:7]=[CH:6][CH:5]=[CH:4][CH:3]=1.[N+:21]([C:24]1[CH:25]=[CH:26][C:27]2[O:31][C:30]([C:32](O)=[O:33])=[CH:29][C:28]=2[CH:35]=1)([O-:23])=[O:22].C1CN([P+](ON2N=NC3C=CC=CC2=3)(N2CCCC2)N2CCCC2)CC1.F[P-](F)(F)(F)(F)F.C(N(CC)C(C)C)(C)C, predict the reaction product. The product is: [CH2:1]([O:8][C:9]1[CH:14]=[CH:13][C:12]([CH2:15][CH2:16][Cl:17])=[C:11]([NH:18][C:32]([C:30]2[O:31][C:27]3[CH:26]=[CH:25][C:24]([N+:21]([O-:23])=[O:22])=[CH:35][C:28]=3[CH:29]=2)=[O:33])[CH:10]=1)[C:2]1[CH:3]=[CH:4][CH:5]=[CH:6][CH:7]=1. (7) Given the reactants [CH2:1]([O:3][C:4]1[CH:17]=[CH:16][C:15]2[C:14]3[C:9](=[C:10]([F:21])[C:11]([CH2:18][CH2:19][CH3:20])=[CH:12][CH:13]=3)[CH:8]([OH:22])[CH:7]([OH:23])[C:6]=2[C:5]=1[F:24])[CH3:2], predict the reaction product. The product is: [CH2:1]([O:3][C:4]1[CH:17]=[CH:16][C:15]2[C:14]3[C:9](=[C:10]([F:21])[C:11]([CH2:18][CH2:19][CH3:20])=[CH:12][CH:13]=3)[C:8](=[O:22])[C:7](=[O:23])[C:6]=2[C:5]=1[F:24])[CH3:2]. (8) Given the reactants Br[C:2]1[CH:3]=[C:4]2[C:9](=[CH:10][CH:11]=1)[NH:8][C:7](=[O:12])[CH:6]([CH3:13])[NH:5]2.[Cl:14][C:15]1[CH:20]=[CH:19][C:18](B(O)O)=[CH:17][CH:16]=1.C(=O)([O-])[O-].[K+].[K+], predict the reaction product. The product is: [Cl:14][C:15]1[CH:20]=[CH:19][C:18]([C:2]2[CH:3]=[C:4]3[C:9](=[CH:10][CH:11]=2)[NH:8][C:7](=[O:12])[CH:6]([CH3:13])[NH:5]3)=[CH:17][CH:16]=1. (9) Given the reactants [C:1]([O:9][C@H:10]1[C@@H:15]([O:16][C:17](=[O:24])[C:18]2[CH:23]=[CH:22][CH:21]=[CH:20][CH:19]=2)[C@H:14]([O:25][C:26](=[O:33])[C:27]2[CH:32]=[CH:31][CH:30]=[CH:29][CH:28]=2)[C@@H:13]([CH2:34][O:35][C:36](=[O:43])[C:37]2[CH:42]=[CH:41][CH:40]=[CH:39][CH:38]=2)[O:12][C@@H:11]1[O:44][C@H:45]1[C@H:50]([O:51][C:52](=[O:59])[C:53]2[CH:58]=[CH:57][CH:56]=[CH:55][CH:54]=2)[C@@H:49]([CH2:60][O:61][C:62](=[O:69])[C:63]2[CH:68]=[CH:67][CH:66]=[CH:65][CH:64]=2)[O:48][C@H:47]([O:70][C@H:71]2[C@H:83]([O:84][C:85](=[O:92])[C:86]3[CH:91]=[CH:90][CH:89]=[CH:88][CH:87]=3)[C@@H:82]([CH2:93][O:94][C:95](=[O:102])[C:96]3[CH:101]=[CH:100][CH:99]=[CH:98][CH:97]=3)[O:81][C@H:73]([O:74][CH2:75][CH2:76][CH2:77][N:78]=[N+:79]=[N-:80])[C@H:72]2[O:103][C:104](=[O:111])[C:105]2[CH:110]=[CH:109][CH:108]=[CH:107][CH:106]=2)[C@H:46]1[O:112][C:113](=[O:120])[C:114]1[CH:119]=[CH:118][CH:117]=[CH:116][CH:115]=1)(=[O:8])[C:2]1[CH:7]=[CH:6][CH:5]=[CH:4][CH:3]=1.[CH2:121]([O:124][C@H:125]1[CH2:150][CH2:149][C@@:148]2([CH3:151])[CH:127]([CH2:128][CH2:129][C@@H:130]3[C@@H:147]2[CH2:146][CH2:145][C@@:144]2([CH3:152])[C@H:131]3[CH2:132][CH2:133][C@@H:134]2[C@H:135]([CH3:143])[CH2:136][CH2:137][CH2:138][CH:139]([CH3:142])[CH2:140]O)[CH2:126]1)[C:122]#[CH:123].O=C1O[C@H]([C@H](CO)O)C([O-])=C1O.[Na+], predict the reaction product. The product is: [C:1]([O:9][C@H:10]1[C@@H:15]([O:16][C:17](=[O:24])[C:18]2[CH:23]=[CH:22][CH:21]=[CH:20][CH:19]=2)[C@H:14]([O:25][C:26](=[O:33])[C:27]2[CH:28]=[CH:29][CH:30]=[CH:31][CH:32]=2)[C@@H:13]([CH2:34][O:35][C:36](=[O:43])[C:37]2[CH:42]=[CH:41][CH:40]=[CH:39][CH:38]=2)[O:12][C@@H:11]1[O:44][C@H:45]1[C@H:50]([O:51][C:52](=[O:59])[C:53]2[CH:58]=[CH:57][CH:56]=[CH:55][CH:54]=2)[C@@H:49]([CH2:60][O:61][C:62](=[O:69])[C:63]2[CH:68]=[CH:67][CH:66]=[CH:65][CH:64]=2)[O:48][C@H:47]([O:70][C@H:71]2[C@H:83]([O:84][C:85](=[O:92])[C:86]3[CH:87]=[CH:88][CH:89]=[CH:90][CH:91]=3)[C@@H:82]([CH2:93][O:94][C:95](=[O:102])[C:96]3[CH:101]=[CH:100][CH:99]=[CH:98][CH:97]=3)[O:81][C@H:73]([O:74][CH2:75][CH2:76][CH2:77][N:78]3[CH:123]=[C:122]([CH2:121][O:124][C@H:125]4[CH2:150][CH2:149][C@@:148]5([CH3:151])[CH:127]([CH2:128][CH2:129][C@@H:130]6[C@@H:147]5[CH2:146][CH2:145][C@@:144]5([CH3:152])[C@H:131]6[CH2:132][CH2:133][C@@H:134]5[C@H:135]([CH3:143])[CH2:136][CH2:137][CH2:138][CH:139]([CH3:140])[CH3:142])[CH2:126]4)[N:80]=[N:79]3)[C@H:72]2[O:103][C:104](=[O:111])[C:105]2[CH:110]=[CH:109][CH:108]=[CH:107][CH:106]=2)[C@H:46]1[O:112][C:113](=[O:120])[C:114]1[CH:119]=[CH:118][CH:117]=[CH:116][CH:115]=1)(=[O:8])[C:2]1[CH:7]=[CH:6][CH:5]=[CH:4][CH:3]=1.